From a dataset of Forward reaction prediction with 1.9M reactions from USPTO patents (1976-2016). Predict the product of the given reaction. (1) Given the reactants FC(F)(F)S(O[Si](C)(C)C)(=O)=O.[C:13]([O:19][CH2:20][CH3:21])(=[O:18])[CH2:14][C:15]([CH3:17])=[O:16].[Br:22]Br.O, predict the reaction product. The product is: [CH2:20]([O:19][C:13](=[O:18])[CH:14]([Br:22])[C:15](=[O:16])[CH3:17])[CH3:21]. (2) Given the reactants [O:1]1[CH2:6][CH2:5][O:4][CH2:3][C@@H:2]1[CH2:7][OH:8].O[N:10]1[C:14](=[O:15])[C:13]2=[CH:16][CH:17]=[CH:18][CH:19]=[C:12]2[C:11]1=[O:20].C1(P(C2C=CC=CC=2)C2C=CC=CC=2)C=CC=CC=1.N(C(OC(C)C)=O)=NC(OC(C)C)=O, predict the reaction product. The product is: [O:1]1[CH2:6][CH2:5][O:4][CH2:3][C@@H:2]1[CH2:7][O:8][N:10]1[C:14](=[O:15])[C:13]2[C:12](=[CH:19][CH:18]=[CH:17][CH:16]=2)[C:11]1=[O:20]. (3) Given the reactants [C:1]([C:3]1[N:7]2[N:8]=[C:9]([C:12]3[CH:17]=[CH:16][C:15]([C:18]([N:20]4[CH2:25][CH2:24][O:23][CH2:22][CH2:21]4)=[O:19])=[CH:14][CH:13]=3)[CH:10]=[CH:11][C:6]2=[N:5][CH:4]=1)#[CH:2].[F:26][C:27]1[CH:28]=[C:29]2[CH:36]=[CH:35][NH:34][C:30]2=[N:31][C:32]=1I, predict the reaction product. The product is: [F:26][C:27]1[CH:28]=[C:29]2[CH:36]=[CH:35][NH:34][C:30]2=[N:31][C:32]=1[C:2]#[C:1][C:3]1[N:7]2[N:8]=[C:9]([C:12]3[CH:13]=[CH:14][C:15]([C:18]([N:20]4[CH2:21][CH2:22][O:23][CH2:24][CH2:25]4)=[O:19])=[CH:16][CH:17]=3)[CH:10]=[CH:11][C:6]2=[N:5][CH:4]=1. (4) Given the reactants [H-].[Na+].[CH:3]1([C:9]2[CH:14]=[CH:13][C:12]([C:15]3[NH:19][CH:18]=[C:17]([CH:20]=[O:21])[CH:16]=3)=[CH:11][CH:10]=2)[CH2:8][CH2:7][CH2:6][CH2:5][CH2:4]1.[N:22]1[CH:27]=[CH:26][CH:25]=[C:24]([S:28](Cl)(=[O:30])=[O:29])[CH:23]=1, predict the reaction product. The product is: [CH:3]1([C:9]2[CH:14]=[CH:13][C:12]([C:15]3[N:19]([S:28]([C:24]4[CH:23]=[N:22][CH:27]=[CH:26][CH:25]=4)(=[O:30])=[O:29])[CH:18]=[C:17]([CH:20]=[O:21])[CH:16]=3)=[CH:11][CH:10]=2)[CH2:4][CH2:5][CH2:6][CH2:7][CH2:8]1. (5) Given the reactants ClC(N(C)C)=C(C)C.[Br:9][C:10]1[CH:23]=[C:22]2[C:13]([O:14][C:15]3[C:16]([F:41])=[CH:17][C:18]([O:39][CH3:40])=[CH:19][C:20]=3[C:21]2([NH:27][C:28]([NH:30][C:31](=[O:38])[C:32]2[CH:37]=[CH:36][CH:35]=[CH:34][CH:33]=2)=[S:29])[CH2:24][CH2:25]O)=[CH:12][CH:11]=1, predict the reaction product. The product is: [Br:9][C:10]1[CH:23]=[C:22]2[C:13]([O:14][C:15]3[C:16]([F:41])=[CH:17][C:18]([O:39][CH3:40])=[CH:19][C:20]=3[C:21]32[CH2:24][CH2:25][S:29][C:28]([NH:30][C:31](=[O:38])[C:32]2[CH:33]=[CH:34][CH:35]=[CH:36][CH:37]=2)=[N:27]3)=[CH:12][CH:11]=1. (6) The product is: [F:8][C:9]1[C:14]([O:15][CH3:16])=[CH:13][C:12]([O:17][CH3:18])=[C:11]([F:19])[C:10]=1[C:20]1[N:25]=[C:24]2[NH:26][N:27]=[C:28]([C:34]3[CH:33]=[N:32][N:31]([CH3:30])[CH:35]=3)[C:23]2=[CH:22][N:21]=1. Given the reactants C(O)(C(F)(F)F)=O.[F:8][C:9]1[C:14]([O:15][CH3:16])=[CH:13][C:12]([O:17][CH3:18])=[C:11]([F:19])[C:10]=1[C:20]1[N:25]=[C:24]2[NH:26][N:27]=[C:28](I)[C:23]2=[CH:22][N:21]=1.[CH3:30][N:31]1[CH:35]=[C:34](B2OC(C)(C)C(C)(C)O2)[CH:33]=[N:32]1, predict the reaction product. (7) Given the reactants [Cl-].[Al+3].[Cl-].[Cl-].[C:5]([N:8]1[C:14]2[CH:15]=[CH:16][CH:17]=[CH:18][C:13]=2[CH2:12][CH2:11][CH2:10][CH2:9]1)(=[O:7])[CH3:6].[Cl:19][CH2:20][CH2:21][C:22](Cl)=[O:23].O, predict the reaction product. The product is: [C:5]([N:8]1[C:14]2[CH:15]=[C:16]([C:22](=[O:23])[CH2:21][CH2:20][Cl:19])[CH:17]=[CH:18][C:13]=2[CH2:12][CH2:11][CH2:10][CH2:9]1)(=[O:7])[CH3:6]. (8) Given the reactants [NH2:1][C:2]1[CH:7]=[CH:6][C:5]([OH:8])=[CH:4][C:3]=1[CH2:9][OH:10].C(N(CC)CC)C.[F:18][C:19]([F:30])([F:29])[C:20]1[CH:21]=[C:22]([N:26]=[C:27]=[O:28])[CH:23]=[CH:24][CH:25]=1, predict the reaction product. The product is: [OH:8][C:5]1[CH:6]=[CH:7][C:2]([NH:1][C:27]([NH:26][C:22]2[CH:23]=[CH:24][CH:25]=[C:20]([C:19]([F:18])([F:29])[F:30])[CH:21]=2)=[O:28])=[C:3]([CH2:9][OH:10])[CH:4]=1. (9) Given the reactants [OH:1][CH2:2][C@H:3]([NH:7][C:8]([C:10]1[C:19]2[C:14](=[CH:15][CH:16]=[CH:17][CH:18]=2)[N:13]=[C:12]([C:20]2[CH:25]=[CH:24][CH:23]=[CH:22][CH:21]=2)[CH:11]=1)=[O:9])[C@H:4]([OH:6])[CH3:5].[CH3:26][O:27][C:28]1(OC)[CH:47]=[CH:46][C:31]([C:32](Cl)([C:39]2[CH:44]=[CH:43][CH:42]=[CH:41][CH:40]=2)[C:33]2[CH:38]=[CH:37][CH:36]=[CH:35][CH:34]=2)=[CH:30][CH2:29]1.[CH3:50][OH:51], predict the reaction product. The product is: [CH3:50][O:51][C:42]1[CH:41]=[CH:40][C:39]([C:32]([O:1][CH2:2][C@H:3]([NH:7][C:8]([C:10]2[C:19]3[C:14](=[CH:15][CH:16]=[CH:17][CH:18]=3)[N:13]=[C:12]([C:20]3[CH:25]=[CH:24][CH:23]=[CH:22][CH:21]=3)[CH:11]=2)=[O:9])[C@H:4]([OH:6])[CH3:5])([C:33]2[CH:34]=[CH:35][CH:36]=[CH:37][CH:38]=2)[C:31]2[CH:30]=[CH:29][C:28]([O:27][CH3:26])=[CH:47][CH:46]=2)=[CH:44][CH:43]=1. (10) Given the reactants [CH3:1][N:2]1[C:6]([CH:7]2[CH2:12][CH2:11][O:10][CH2:9][CH2:8]2)=[N:5][NH:4][C:3]1=[S:13].Br[CH2:15][CH2:16][CH2:17][Cl:18].C(O)(=O)C, predict the reaction product. The product is: [Cl:18][CH2:17][CH2:16][CH2:15][S:13][C:3]1[N:2]([CH3:1])[C:6]([CH:7]2[CH2:12][CH2:11][O:10][CH2:9][CH2:8]2)=[N:5][N:4]=1.